Regression. Given two drug SMILES strings and cell line genomic features, predict the synergy score measuring deviation from expected non-interaction effect. From a dataset of NCI-60 drug combinations with 297,098 pairs across 59 cell lines. (1) Drug 1: C1=NC2=C(N=C(N=C2N1C3C(C(C(O3)CO)O)F)Cl)N. Drug 2: CC(C)(C#N)C1=CC(=CC(=C1)CN2C=NC=N2)C(C)(C)C#N. Cell line: SNB-19. Synergy scores: CSS=1.40, Synergy_ZIP=0.279, Synergy_Bliss=-0.347, Synergy_Loewe=-1.09, Synergy_HSA=-2.01. (2) Drug 1: C1C(C(OC1N2C=C(C(=O)NC2=O)F)CO)O. Drug 2: C1CN(P(=O)(OC1)NCCCl)CCCl. Cell line: NCI-H460. Synergy scores: CSS=39.4, Synergy_ZIP=1.40, Synergy_Bliss=2.23, Synergy_Loewe=-49.3, Synergy_HSA=1.45. (3) Drug 1: CC12CCC(CC1=CCC3C2CCC4(C3CC=C4C5=CN=CC=C5)C)O. Drug 2: N.N.Cl[Pt+2]Cl. Cell line: SNB-75. Synergy scores: CSS=-1.36, Synergy_ZIP=1.31, Synergy_Bliss=0.896, Synergy_Loewe=-2.01, Synergy_HSA=-1.32. (4) Drug 1: C1=NC2=C(N=C(N=C2N1C3C(C(C(O3)CO)O)O)F)N. Drug 2: CC1=C2C(C(=O)C3(C(CC4C(C3C(C(C2(C)C)(CC1OC(=O)C(C(C5=CC=CC=C5)NC(=O)OC(C)(C)C)O)O)OC(=O)C6=CC=CC=C6)(CO4)OC(=O)C)O)C)O. Cell line: A498. Synergy scores: CSS=-0.923, Synergy_ZIP=2.79, Synergy_Bliss=5.53, Synergy_Loewe=-1.85, Synergy_HSA=-0.608. (5) Drug 1: CC(C)CN1C=NC2=C1C3=CC=CC=C3N=C2N. Drug 2: CC1C(C(CC(O1)OC2CC(CC3=C2C(=C4C(=C3O)C(=O)C5=CC=CC=C5C4=O)O)(C(=O)C)O)N)O. Cell line: TK-10. Synergy scores: CSS=51.8, Synergy_ZIP=2.92, Synergy_Bliss=3.61, Synergy_Loewe=-28.4, Synergy_HSA=1.43. (6) Drug 1: C1CCN(CC1)CCOC2=CC=C(C=C2)C(=O)C3=C(SC4=C3C=CC(=C4)O)C5=CC=C(C=C5)O. Drug 2: CC1=CC2C(CCC3(C2CCC3(C(=O)C)OC(=O)C)C)C4(C1=CC(=O)CC4)C. Cell line: HS 578T. Synergy scores: CSS=-7.41, Synergy_ZIP=6.74, Synergy_Bliss=9.24, Synergy_Loewe=-5.47, Synergy_HSA=-3.56. (7) Drug 1: C1=NC2=C(N1)C(=S)N=C(N2)N. Drug 2: CC1C(C(CC(O1)OC2CC(OC(C2O)C)OC3=CC4=CC5=C(C(=O)C(C(C5)C(C(=O)C(C(C)O)O)OC)OC6CC(C(C(O6)C)O)OC7CC(C(C(O7)C)O)OC8CC(C(C(O8)C)O)(C)O)C(=C4C(=C3C)O)O)O)O. Cell line: SNB-75. Synergy scores: CSS=12.1, Synergy_ZIP=-4.35, Synergy_Bliss=-0.136, Synergy_Loewe=0.00153, Synergy_HSA=-0.472.